This data is from Catalyst prediction with 721,799 reactions and 888 catalyst types from USPTO. The task is: Predict which catalyst facilitates the given reaction. (1) Reactant: [Br:1][C:2]1[CH:3]=[C:4]2[C:9](=[CH:10][CH:11]=1)[N:8]=[C:7]([CH2:12][CH2:13][OH:14])[CH:6]=[CH:5]2.C(N(CC)CC)C.[C:22]1([CH3:32])[CH:27]=[CH:26][C:25]([S:28](Cl)(=[O:30])=[O:29])=[CH:24][CH:23]=1.C([O-])(O)=O.[Na+]. Product: [CH3:32][C:22]1[CH:27]=[CH:26][C:25]([S:28]([O:14][CH2:13][CH2:12][C:7]2[CH:6]=[CH:5][C:4]3[C:9](=[CH:10][CH:11]=[C:2]([Br:1])[CH:3]=3)[N:8]=2)(=[O:30])=[O:29])=[CH:24][CH:23]=1. The catalyst class is: 866. (2) Reactant: [C:1]([C:4]1[C:22](=[O:23])[C@@:8]2([CH3:24])[C:9]3[C:15]([OH:16])=[CH:14][C:13]([O:17][CH3:18])=[C:12]([C:19]([NH2:21])=[O:20])[C:10]=3[O:11][C:7]2=[CH:6][C:5]=1[OH:25])(=[O:3])[CH3:2].[Cl:26][C:27]1[CH:45]=[CH:44][C:30]([O:31][C:32]2[C:41]3[C:36](=[CH:37][CH:38]=[CH:39][CH:40]=3)[C:35]([CH:42]=O)=[CH:34][CH:33]=2)=[CH:29][CH:28]=1.C([SiH](CC)CC)C.FC(F)(F)C(O)=O. Product: [C:1]([C:4]1[C:22](=[O:23])[C@@:8]2([CH3:24])[C:9]3[C:15]([OH:16])=[CH:14][C:13]([O:17][CH3:18])=[C:12]([C:19]([NH:21][CH2:42][C:35]4[C:36]5[C:41](=[CH:40][CH:39]=[CH:38][CH:37]=5)[C:32]([O:31][C:30]5[CH:29]=[CH:28][C:27]([Cl:26])=[CH:45][CH:44]=5)=[CH:33][CH:34]=4)=[O:20])[C:10]=3[O:11][C:7]2=[CH:6][C:5]=1[OH:25])(=[O:3])[CH3:2]. The catalyst class is: 10. (3) Reactant: [Br:1][C:2]1[C:11]([OH:12])=[C:10]([CH3:13])[CH:9]=[C:8]2[C:3]=1[CH:4]=[CH:5][C:6]([CH3:14])=[N:7]2.[O:15](S(C(F)(F)F)(=O)=O)[S:16]([C:19]([F:22])([F:21])[F:20])(=O)=[O:17]. Product: [F:20][C:19]([F:22])([F:21])[S:16]([O:12][C:11]1[C:2]([Br:1])=[C:3]2[C:8](=[CH:9][C:10]=1[CH3:13])[N:7]=[C:6]([CH3:14])[CH:5]=[CH:4]2)(=[O:17])=[O:15]. The catalyst class is: 272.